Dataset: Catalyst prediction with 721,799 reactions and 888 catalyst types from USPTO. Task: Predict which catalyst facilitates the given reaction. (1) Reactant: [CH3:1][N:2]=[C:3]=[S:4].CCN(CC)CC.[Cl:12][C:13]1[CH:14]=[C:15]([C:19]2[N:23]=[C:22]([CH:24]3[CH2:29][O:28][CH2:27][CH2:26][NH:25]3)[O:21][N:20]=2)[CH:16]=[CH:17][CH:18]=1. Product: [CH3:1][NH:2][C:3]([N:25]1[CH2:26][CH2:27][O:28][CH2:29][CH:24]1[C:22]1[O:21][N:20]=[C:19]([C:15]2[CH:16]=[CH:17][CH:18]=[C:13]([Cl:12])[CH:14]=2)[N:23]=1)=[S:4]. The catalyst class is: 2. (2) Reactant: Cl[CH2:2][C:3]1[N:4]=[C:5]([C:11]2[CH:16]=[CH:15][CH:14]=[CH:13][CH:12]=2)[O:6][C:7]=1[CH2:8][CH2:9][CH3:10].S([O-])([O-])(=O)=O.[Na+].[Na+].[C:24](=[O:27])([O-])[O-].[K+].[K+].CN(C)[CH:32]=[O:33]. Product: [C:11]1([C:5]2[O:6][C:7]([CH2:8][CH2:9][CH3:10])=[C:3]([CH2:2][O:33][C:32]3[CH:9]=[CH:8][C:7]([CH:24]=[O:27])=[CH:3][CH:2]=3)[N:4]=2)[CH:16]=[CH:15][CH:14]=[CH:13][CH:12]=1. The catalyst class is: 6. (3) Reactant: [C:1]([C:5]1[C:13]2[O:12][C:11](=[O:14])[CH:10](O)[C:9]=2[CH:8]=[C:7]([CH3:16])[CH:6]=1)([CH3:4])([CH3:3])[CH3:2].S(Cl)(Cl)=O.Cl. Product: [C:1]([C:5]1[C:13]2[O:12][C:11](=[O:14])[C:10](=[C:10]3[C:9]4[CH:8]=[C:7]([CH3:16])[CH:6]=[C:5]([C:1]([CH3:2])([CH3:3])[CH3:4])[C:13]=4[O:12][C:11]3=[O:14])[C:9]=2[CH:8]=[C:7]([CH3:16])[CH:6]=1)([CH3:4])([CH3:3])[CH3:2]. The catalyst class is: 588. (4) Reactant: CC(C[AlH]CC(C)C)C.C1(C)C=CC=CC=1.C(=O)=O.C[O:21][C:22]([C:24]1[C:25]([CH2:41][CH2:42][O:43][CH3:44])=[N:26][C:27]([C:31]2[CH:36]=[CH:35][C:34]([C:37]([F:40])([F:39])[F:38])=[CH:33][CH:32]=2)=[N:28][C:29]=1[CH3:30])=O. Product: [CH3:44][O:43][CH2:42][CH2:41][C:25]1[C:24]([CH2:22][OH:21])=[C:29]([CH3:30])[N:28]=[C:27]([C:31]2[CH:36]=[CH:35][C:34]([C:37]([F:40])([F:39])[F:38])=[CH:33][CH:32]=2)[N:26]=1. The catalyst class is: 7.